This data is from Forward reaction prediction with 1.9M reactions from USPTO patents (1976-2016). The task is: Predict the product of the given reaction. Given the reactants C([O:4][C:5]([C:7]1[C:15]2[C:10](=[N:11][CH:12]=[C:13]([N+:16]([O-:18])=[O:17])[CH:14]=2)[N:9]([C:19]([CH3:22])([CH3:21])[CH3:20])[CH:8]=1)=[O:6])CC.[OH-].[Na+].Cl, predict the reaction product. The product is: [C:19]([N:9]1[C:10]2=[N:11][CH:12]=[C:13]([N+:16]([O-:18])=[O:17])[CH:14]=[C:15]2[C:7]([C:5]([OH:6])=[O:4])=[CH:8]1)([CH3:22])([CH3:20])[CH3:21].